From a dataset of Experimentally validated miRNA-target interactions with 360,000+ pairs, plus equal number of negative samples. Binary Classification. Given a miRNA mature sequence and a target amino acid sequence, predict their likelihood of interaction. (1) The miRNA is hsa-miR-3613-3p with sequence ACAAAAAAAAAAGCCCAACCCUUC. The protein sequence of the target gene is MEGKWLLCMLLVLGTAIVEAHDGHDDDVIDIEDDLDDVIEEVEDSKPDTTAPPSSPKVTYKAPVPTGEVYFADSFDRGTLSGWILSKAKKDDTDDEIAKYDGKWEVEEMKESKLPGDKGLVLMSRAKHHAISAKLNKPFLFDTKPLIVQYEVNFQNGIECGGAYVKLLSKTPELNLDQFHDKTPYTIMFGPDKCGEDYKLHFIFRHKNPKTGIYEEKHAKRPDADLKTYFTDKKTHLYTLILNPDNSFEILVDQSVVNSGNLLNDMTPPVNPSREIEDPEDRKPEDWDERPKIPDPEAVK.... Result: 1 (interaction). (2) The miRNA is hsa-miR-548f-3p with sequence AAAAACUGUAAUUACUUUU. The protein sequence of the target gene is MTDTRRRVKVYTLNEDRQWDDRGTGHVSSGYVERLKGMSLLVRAESDGSLLLESKINPNTAYQKQQDTLIVWSEAENYDLALSFQEKAGCDEIWEKICQVQGKDPSVDITQDLVDESEEERFDDMSSPGLELPSCELSRLEEIAELVASSLPSPLRREKLALALENEGYIKKLLELFHVCEDLENIEGLHHLYEIIKGIFLLNRTALFEVMFSEECIMDVIGCLEYDPALSQPRKHREFLTKTAKFKEVIPISDPELKQKIHQTYRVQYIQDMVLPTPSVFEENMLSTLHSFIFFNKVEI.... Result: 0 (no interaction). (3) The miRNA is hsa-miR-5692b with sequence AAUAAUAUCACAGUAGGUGU. The protein sequence of the target gene is MYATDSRGHSPAFLQPQNGNSRHPSGYVPGKVVPLRPPPPPKSQASAKFTSIRREDRATFAFSPEEQQAQRESQKQKRHKNTFICFAITSFSFFIALAIILGISSKYAPDENCPDQNPRLRNWDPGQDSAKQVVIKEGDMLRLTSDATVHSIVIQDGGLLVFGDNKDGSRNITLRTHYILIQDGGALHIGAEKCRYKSKATITLYGKSDEGESMPTFGKKFIGVEAGGTLELHGARKASWTLLARTLNSSGLPFGSYTFEKDFSRGLNVRVIDQDTAKILESERFDTHEYRNESRRLQEF.... Result: 0 (no interaction).